Predict the product of the given reaction. From a dataset of Forward reaction prediction with 1.9M reactions from USPTO patents (1976-2016). (1) Given the reactants ClC1C=C(C=C(Cl)C=1N1C=C2C=NC=C(Cl)C2=N1)C#N.[N:21]([C:24]1[C:29]([Br:30])=[CH:28][N:27]=[CH:26][C:25]=1/[CH:31]=[N:32]/[C:33]1[C:40]([Cl:41])=[CH:39][C:36]([C:37]#[N:38])=[CH:35][C:34]=1[Cl:42])=[N+]=[N-], predict the reaction product. The product is: [Br:30][C:29]1[C:24]2[C:25](=[CH:31][N:32]([C:33]3[C:40]([Cl:41])=[CH:39][C:36]([C:37]#[N:38])=[CH:35][C:34]=3[Cl:42])[N:21]=2)[CH:26]=[N:27][CH:28]=1. (2) Given the reactants O.[NH2:2][NH2:3].[CH3:4][O:5][C:6](=[O:27])[CH2:7][C@H:8]1[CH2:13][CH2:12][C@H:11]([C:14]2[CH:19]=[CH:18][C:17]([NH:20][C:21](=[O:26])[C:22](OC)=[O:23])=[CH:16][CH:15]=2)[CH2:10][CH2:9]1, predict the reaction product. The product is: [NH:2]([C:22](=[O:23])[C:21]([NH:20][C:17]1[CH:18]=[CH:19][C:14]([C@H:11]2[CH2:12][CH2:13][C@H:8]([CH2:7][C:6]([O:5][CH3:4])=[O:27])[CH2:9][CH2:10]2)=[CH:15][CH:16]=1)=[O:26])[NH2:3]. (3) Given the reactants Br[C:2]1[CH:22]=[CH:21][C:5]2[C:6]([O:19][CH3:20])=[C:7]([C:9]([C:11]3[CH:16]=[CH:15][C:14]([Cl:17])=[CH:13][C:12]=3[Cl:18])=[O:10])[O:8][C:4]=2[CH:3]=1.CC1(C)C(C)(C)OB([C:31]2[CH:32]=[C:33]([CH:40]=[CH:41][CH:42]=2)[CH2:34][NH:35][S:36]([CH3:39])(=[O:38])=[O:37])O1.C(=O)([O-])[O-].[Na+].[Na+], predict the reaction product. The product is: [Cl:18][C:12]1[CH:13]=[C:14]([Cl:17])[CH:15]=[CH:16][C:11]=1[C:9]([C:7]1[O:8][C:4]2[CH:3]=[C:2]([C:31]3[CH:32]=[C:33]([CH:40]=[CH:41][CH:42]=3)[CH2:34][NH:35][S:36]([CH3:39])(=[O:38])=[O:37])[CH:22]=[CH:21][C:5]=2[C:6]=1[O:19][CH3:20])=[O:10]. (4) Given the reactants [O:1]1[C:5]2([CH2:10][CH2:9][C:8]([CH2:22]C3C=CC=CC=3S([O-])(=O)=O)([CH2:11]C3C=CC=CC=3S([O-])(=O)=O)[CH2:7][CH2:6]2)OCC1.O.O.O.O.O.O.O.O.O.[S-2:42].[Na+].[Na+], predict the reaction product. The product is: [CH2:11]1[C:8]2([CH2:7][CH2:6][C:5](=[O:1])[CH2:10][CH2:9]2)[CH2:22][S:42]1. (5) Given the reactants Br[C:2]1[CH:11]=[CH:10][C:5]([C:6]([O:8][CH3:9])=[O:7])=[CH:4][CH:3]=1.[O:12]1[CH2:17]COC[CH2:13]1.O.C(=O)([O-])[O-].[Cs+].[Cs+], predict the reaction product. The product is: [CH3:13][O:12][CH2:17][C:2]1[CH:11]=[CH:10][C:5]([C:6]([O:8][CH3:9])=[O:7])=[CH:4][CH:3]=1. (6) Given the reactants [C:1]([O:5][C:6]([NH:8][C@H:9]1[C@H:14]([O:15][Si:16]([C:19]([CH3:22])([CH3:21])[CH3:20])([CH3:18])[CH3:17])[C@@H:13]([CH3:23])[CH2:12][N:11]([C:24]2[CH:29]=[CH:28][N:27]=[CH:26][C:25]=2[NH:30][C:31]([C:33]2[C:42]([NH:43]C(=O)OCC3C=CC=CC=3)=[CH:41][C:40]3[C:35](=[CH:36][C:37]([C:54]4[CH2:55][CH2:56][N:57]([CH3:60])[CH2:58][CH:59]=4)=[CH:38][CH:39]=3)[N:34]=2)=[O:32])[CH2:10]1)=[O:7])([CH3:4])([CH3:3])[CH3:2].[H][H], predict the reaction product. The product is: [NH2:43][C:42]1[C:33]([C:31]([NH:30][C:25]2[CH:26]=[N:27][CH:28]=[CH:29][C:24]=2[N:11]2[CH2:12][C@H:13]([CH3:23])[C@@H:14]([O:15][Si:16]([C:19]([CH3:22])([CH3:20])[CH3:21])([CH3:18])[CH3:17])[C@H:9]([NH:8][C:6](=[O:7])[O:5][C:1]([CH3:4])([CH3:3])[CH3:2])[CH2:10]2)=[O:32])=[N:34][C:35]2[C:40]([CH:41]=1)=[CH:39][CH:38]=[C:37]([CH:54]1[CH2:59][CH2:58][N:57]([CH3:60])[CH2:56][CH2:55]1)[CH:36]=2.